This data is from Catalyst prediction with 721,799 reactions and 888 catalyst types from USPTO. The task is: Predict which catalyst facilitates the given reaction. (1) Reactant: [CH3:1][O:2][C:3]1[CH:9]=[CH:8][C:7]([N+:10]([O-:12])=[O:11])=[CH:6][C:4]=1[NH2:5].[CH3:13][S:14](Cl)(=[O:16])=[O:15].Cl. Product: [CH3:1][O:2][C:3]1[CH:9]=[CH:8][C:7]([N+:10]([O-:12])=[O:11])=[CH:6][C:4]=1[NH:5][S:14]([CH3:13])(=[O:16])=[O:15]. The catalyst class is: 17. (2) Reactant: [C:1]([O:5][C:6]([NH:8][C:9]1[CH:14]=[CH:13][CH:12]=[CH:11][CH:10]=1)=[O:7])([CH3:4])([CH3:3])[CH3:2].[O-]P([O-])([O-])=O.[K+].[K+].[K+].[C@@H]1(N)CCCC[C@H]1N.I[C:32]1[CH:33]=[C:34]([CH3:39])[CH:35]=[C:36]([CH3:38])[CH:37]=1. Product: [C:1]([O:5][C:6]([N:8]([C:32]1[CH:37]=[C:36]([CH3:38])[CH:35]=[C:34]([CH3:39])[CH:33]=1)[C:9]1[CH:14]=[CH:13][CH:12]=[CH:11][CH:10]=1)=[O:7])([CH3:4])([CH3:2])[CH3:3]. The catalyst class is: 321. (3) The catalyst class is: 7. Reactant: [CH2:1]([O:8][C:9]1[C:18]([CH:19]=[O:20])=[C:17]2[C:12]([C:13](=[O:32])[C:14]([CH3:31])=[C:15]([CH:21]3[CH2:26][CH2:25][N:24]([C:27](=[O:30])[CH2:28][CH3:29])[CH2:23][CH2:22]3)[O:16]2)=[CH:11][CH:10]=1)[C:2]1[CH:7]=[CH:6][CH:5]=[CH:4][CH:3]=1.[CH:33]1([Mg]Br)[CH2:35][CH2:34]1.Cl.O. Product: [CH2:1]([O:8][C:9]1[C:18]([CH:19]([CH:33]2[CH2:35][CH2:34]2)[OH:20])=[C:17]2[C:12]([C:13](=[O:32])[C:14]([CH3:31])=[C:15]([CH:21]3[CH2:26][CH2:25][N:24]([C:27](=[O:30])[CH2:28][CH3:29])[CH2:23][CH2:22]3)[O:16]2)=[CH:11][CH:10]=1)[C:2]1[CH:7]=[CH:6][CH:5]=[CH:4][CH:3]=1. (4) Reactant: [CH2:1]([C@H:3]1[CH2:7][NH:6][CH2:5][C@H:4]1[NH:8][C:9]1[C:10]2[N:11]([CH:18]=[C:19]([C:21]3[CH:22]=[N:23][C:24]([CH2:27][NH:28][C:29](=[O:33])[CH2:30][O:31][CH3:32])=[CH:25][CH:26]=3)[CH:20]=2)[N:12]=[CH:13][C:14]=1[C:15]([NH2:17])=[O:16])[CH3:2].Cl[C:35]1[S:36][C:37]([C:40]#[N:41])=[CH:38][N:39]=1.C(N(C(C)C)CC)(C)C. Product: [C:40]([C:37]1[S:36][C:35]([N:6]2[CH2:7][C@H:3]([CH2:1][CH3:2])[C@H:4]([NH:8][C:9]3[C:10]4[N:11]([CH:18]=[C:19]([C:21]5[CH:22]=[N:23][C:24]([CH2:27][NH:28][C:29](=[O:33])[CH2:30][O:31][CH3:32])=[CH:25][CH:26]=5)[CH:20]=4)[N:12]=[CH:13][C:14]=3[C:15]([NH2:17])=[O:16])[CH2:5]2)=[N:39][CH:38]=1)#[N:41]. The catalyst class is: 44. (5) Reactant: [F:1][C:2]1[CH:7]=[CH:6][C:5]([C:8]2[CH:13]=[CH:12][CH:11]=[C:10]([F:14])[CH:9]=2)=[CH:4][C:3]=1[CH2:15][NH:16][C:17]1[C:18]([CH3:25])=[C:19]([OH:24])[CH:20]=[CH:21][C:22]=1[CH3:23].C([O-])([O-])=O.[Cs+].[Cs+].Br[CH2:33][C:34]([O:36][CH2:37][CH3:38])=[O:35]. Product: [F:1][C:2]1[CH:7]=[CH:6][C:5]([C:8]2[CH:13]=[CH:12][CH:11]=[C:10]([F:14])[CH:9]=2)=[CH:4][C:3]=1[CH2:15][NH:16][C:17]1[C:18]([CH3:25])=[C:19]([CH:20]=[CH:21][C:22]=1[CH3:23])[O:24][CH2:33][C:34]([O:36][CH2:37][CH3:38])=[O:35]. The catalyst class is: 131. (6) Reactant: O[CH2:2][C:3]1[CH:8]=[C:7]([C:9]2[CH:10]=[C:11]([C:15]3[CH2:21][C:20](=[O:22])[NH:19][C:18]4[CH:23]=[C:24]([C:33]([F:36])([F:35])[F:34])[C:25]([O:27][CH2:28][C:29]([F:32])([F:31])[F:30])=[CH:26][C:17]=4[N:16]=3)[CH:12]=[CH:13][CH:14]=2)[CH:6]=[CH:5][N:4]=1.S(Cl)(Cl)=O.[Cl-].[CH3:42][NH:43][CH2:44][CH2:45][CH3:46]. Product: [CH3:42][N:43]([CH2:2][C:3]1[CH:8]=[C:7]([C:9]2[CH:10]=[C:11]([C:15]3[CH2:21][C:20](=[O:22])[NH:19][C:18]4[CH:23]=[C:24]([C:33]([F:36])([F:34])[F:35])[C:25]([O:27][CH2:28][C:29]([F:30])([F:31])[F:32])=[CH:26][C:17]=4[N:16]=3)[CH:12]=[CH:13][CH:14]=2)[CH:6]=[CH:5][N:4]=1)[CH2:44][CH2:45][CH3:46]. The catalyst class is: 59. (7) Reactant: Br[CH2:2][CH2:3][CH2:4][CH2:5][CH2:6][CH2:7][CH2:8][CH2:9][CH2:10][CH2:11][O:12][CH:13]1[CH2:18][CH2:17][CH2:16][CH2:15][O:14]1.[CH2:19]([Mg]Cl)[CH2:20][CH2:21][CH2:22][CH2:23][CH2:24][CH2:25][CH2:26][CH2:27][CH2:28][CH2:29][CH2:30][CH2:31][CH2:32][CH2:33][CH2:34][CH2:35][CH3:36]. Product: [CH2:11]([O:12][CH:13]1[CH2:18][CH2:17][CH2:16][CH2:15][O:14]1)[CH2:10][CH2:9][CH2:8][CH2:7][CH2:6][CH2:5][CH2:4][CH2:3][CH2:2][CH2:36][CH2:35][CH2:34][CH2:33][CH2:32][CH2:31][CH2:30][CH2:29][CH2:28][CH2:27][CH2:26][CH2:25][CH2:24][CH2:23][CH2:22][CH2:21][CH2:20][CH3:19]. The catalyst class is: 1. (8) Product: [Cl:1][C:2]1[C:3]([CH2:13][N:14]([CH:39]2[CH2:41][CH2:40]2)[C:15]([CH:17]2[C:22]([C:24]3[CH:29]=[CH:28][C:27]([F:30])=[C:26]([F:31])[CH:25]=3)([OH:23])[CH2:21][CH2:20][NH:19][CH2:18]2)=[O:16])=[CH:4][C:5]([CH2:8][CH2:9][CH2:10][O:11][CH3:12])=[N:6][CH:7]=1. The catalyst class is: 2. Reactant: [Cl:1][C:2]1[C:3]([CH2:13][N:14]([CH:39]2[CH2:41][CH2:40]2)[C:15]([C@@H:17]2[C@:22]([C:24]3[CH:29]=[CH:28][C:27]([F:30])=[C:26]([F:31])[CH:25]=3)([OH:23])[CH2:21][CH2:20][N:19](C(OC(C)(C)C)=O)[CH2:18]2)=[O:16])=[CH:4][C:5]([CH2:8][CH2:9][CH2:10][O:11][CH3:12])=[N:6][CH:7]=1.Cl. (9) Reactant: [CH:1]([C:4]1[CH:8]=[C:7]([CH:9]([CH3:11])[CH3:10])[N:6]([CH:12]2[CH2:17][CH2:16][C:15](=[O:18])[CH2:14][CH2:13]2)[N:5]=1)([CH3:3])[CH3:2].[BH4-].[Na+].Cl. Product: [CH:1]([C:4]1[CH:8]=[C:7]([CH:9]([CH3:11])[CH3:10])[N:6]([C@H:12]2[CH2:13][CH2:14][C@H:15]([OH:18])[CH2:16][CH2:17]2)[N:5]=1)([CH3:2])[CH3:3].[CH:1]([C:4]1[CH:8]=[C:7]([CH:9]([CH3:11])[CH3:10])[N:6]([C@@H:12]2[CH2:13][CH2:14][C@H:15]([OH:18])[CH2:16][CH2:17]2)[N:5]=1)([CH3:2])[CH3:3]. The catalyst class is: 191.